From a dataset of Catalyst prediction with 721,799 reactions and 888 catalyst types from USPTO. Predict which catalyst facilitates the given reaction. (1) Reactant: CN(CCN(C)C)C.C([Li])CCC.[Cl:14][C:15]1[CH:16]=[N:17][CH:18]=[CH:19][CH:20]=1.CN([CH:24]=[O:25])C. Product: [Cl:14][C:15]1[C:16]([CH:24]=[O:25])=[N:17][CH:18]=[CH:19][CH:20]=1. The catalyst class is: 28. (2) Reactant: [CH3:1][C:2]1[C:3]([NH:15][CH:16]2[CH2:23][CH:19]3[CH2:20][NH:21][CH2:22][CH:18]3[CH2:17]2)=[N:4][C:5]([NH:8][C:9]2[CH:10]=[N:11][N:12]([CH3:14])[CH:13]=2)=[N:6][CH:7]=1.C(N(CC)CC)C.[CH3:31][S:32](Cl)(=[O:34])=[O:33]. Product: [CH3:1][C:2]1[C:3]([NH:15][CH:16]2[CH2:23][CH:19]3[CH2:20][N:21]([S:32]([CH3:31])(=[O:34])=[O:33])[CH2:22][CH:18]3[CH2:17]2)=[N:4][C:5]([NH:8][C:9]2[CH:10]=[N:11][N:12]([CH3:14])[CH:13]=2)=[N:6][CH:7]=1. The catalyst class is: 2.